The task is: Multi-output Regression. Predict 5 antibody developability metrics.. This data is from TAP: 5 developability metrics (CDR length, charge patches, hydrophobicity). (1) The antibody is ["['EVQLQQPGSELVRPGASVKLSCKASGYTFTSYWMHWVKQRPGQGLEWIGNIYPGSRSTNYDEKFKSKATLTVDTSSSTAYMQLSSLTSEDSAVYYCTRNGDYYVSSGDAMDYWGQGTSVTVSS'\\n 'DIQMTQTTSSLSASLGDRVTISCRTSQDIGNYLNWYQQKPDGTVKLLIYYTSRLHSGVPSRFSGSGSGTDFSLTINNVEQEDVATYFCQHYNTVPPTFGGGTKLEIK']"]. Developability metrics: CDR_Length=50.0, PSH=123, PPC=0.0164, PNC=0.263, SFvCSP=-2.20. (2) The antibody is ["['QVQLVQSGAEVMKPGSSVKVSCKASGYTFSWYWLEWVRQAPGHGLEWMGEIDPGTFTTNYNEKFKARVTFTADTSTSTAYMELSSLRSEDTAVYYCARFSHFSGSNYDYFDYWGQGTLVTVSS'\\n 'EIVMTQSPATLSVSPGERATLSCRASQSIGTNIHWYQQKPGQAPRLLIYYASESISGIPARFSGSGSGTEFTLTISSLQSEDFAVYYCQQSWSWPTTFGGGTKVEIK']"]. Developability metrics: CDR_Length=50.0, PSH=99.7, PPC=0.00380, PNC=0.101, SFvCSP=-0.800. (3) The antibody is ["['EVQLVESGGGLVQPGGSLRLSCAASGYSFTGHWMNWVRQAPGKGLEWVGMIHPSDSETRYNQKFKDRFTISVDKSKNTLYLQMNSLRAEDTAVYYCARGIYFYGTTYFDYWGQGTLVTVSS'\\n 'DIQMTQSPSSLSASVGDRVTITCRASKTISKYLAWYQQKPGKAPKLLIYSGSTLQSGVPSRFSGSGSGTDFTLTISSLQPEDFATYYCQQHNEYPLTFGQGTKVEIK']"]. Developability metrics: CDR_Length=48.0, PSH=117, PPC=0.0217, PNC=0.263, SFvCSP=8.80. (4) Developability metrics: CDR_Length=44.0, PSH=106, PPC=0, PNC=0.0767, SFvCSP=3.00. The antibody is ["['QVQLVESGGGVVQPGRSLRLSCAASGFTFFSYAMHWVRQTPGKGLEWVAVIWFDGSNENYVDSVKGRFTISRDNSKNTLYLQMNTLRAEDTAVYYCARDAWSYFDYWGQGTLVTVSS'\\n 'VIQLTQSPSSLSASVGDRVTITCRASQGISRALAWYQQKPGKGPKLLIYDASSLESGVPSRFSGSGSGTDFTLTISSLQPEDFATYYCQQFNSYPLTFGGGTKVEIK']"].